This data is from Forward reaction prediction with 1.9M reactions from USPTO patents (1976-2016). The task is: Predict the product of the given reaction. (1) Given the reactants C[O:2][C:3]([C:5]1[CH:6]=[C:7]2[C:11](=[CH:12][CH:13]=1)[N:10]([CH3:14])[N:9]=[C:8]2[I:15])=O.CC(C[AlH]CC(C)C)C, predict the reaction product. The product is: [I:15][C:8]1[C:7]2[C:11](=[CH:12][CH:13]=[C:5]([CH2:3][OH:2])[CH:6]=2)[N:10]([CH3:14])[N:9]=1. (2) The product is: [CH3:1][O:2][C:3]([C:5]1[N:6]=[C:7]([C:24]2[CH:29]=[CH:28][CH:27]=[CH:26][CH:25]=2)[C:8]2[C:13]([C:14]=1[OH:15])=[CH:12][CH:11]=[C:10]([O:16][C:17]1[CH:22]=[CH:21][CH:20]=[CH:19][CH:18]=1)[CH:9]=2)=[O:4]. Given the reactants [CH3:1][O:2][C:3]([C:5]1[N:6]=[C:7](Br)[C:8]2[C:13]([C:14]=1[OH:15])=[CH:12][CH:11]=[C:10]([O:16][C:17]1[CH:22]=[CH:21][CH:20]=[CH:19][CH:18]=1)[CH:9]=2)=[O:4].[C:24]1(B(O)O)[CH:29]=[CH:28][CH:27]=[CH:26][CH:25]=1.C([O-])([O-])=O.[Cs+].[Cs+].Cl, predict the reaction product. (3) Given the reactants [Cl:1][C:2]1[C:7]([O:8][CH3:9])=[C:6]([O:10][CH3:11])[CH:5]=[CH:4][C:3]=1[C:12]([N:14]([CH2:20][C:21]1[N:25]([CH3:26])[C:24]([CH3:27])=[CH:23][N:22]=1)[CH2:15][CH2:16][CH:17]([CH3:19])[CH3:18])=[O:13].Cl[CH2:29][C:30]#[N:31].[C:32]([O-:35])([O-])=O.[K+].[K+].[Na+].[Cl-], predict the reaction product. The product is: [Cl:1][C:2]1[C:7]([O:8][CH3:9])=[C:6]([O:10][CH3:11])[CH:5]=[CH:4][C:3]=1[C:12]([N:14]([CH2:20][CH:21]1[N:25]([CH3:26])[C:24]([CH3:27])=[CH:23][N:22]1[CH2:5][C:4]1[CH:3]=[CH:2][CH:7]=[CH:6][C:32]=1[O:35][CH2:29][C:30]#[N:31])[CH2:15][CH2:16][CH:17]([CH3:19])[CH3:18])=[O:13].